The task is: Regression. Given a peptide amino acid sequence and an MHC pseudo amino acid sequence, predict their binding affinity value. This is MHC class I binding data.. This data is from Peptide-MHC class I binding affinity with 185,985 pairs from IEDB/IMGT. (1) The peptide sequence is PTSYLDVDLH. The MHC is HLA-B57:01 with pseudo-sequence HLA-B57:01. The binding affinity (normalized) is 0.0267. (2) The peptide sequence is WQQWDRQSL. The MHC is HLA-A02:19 with pseudo-sequence HLA-A02:19. The binding affinity (normalized) is 0.0847. (3) The peptide sequence is RMIESRMSK. The MHC is HLA-A26:01 with pseudo-sequence HLA-A26:01. The binding affinity (normalized) is 0.0847.